Dataset: Forward reaction prediction with 1.9M reactions from USPTO patents (1976-2016). Task: Predict the product of the given reaction. (1) Given the reactants Cl[CH:2]([O:6][C:7]([NH:9][CH2:10][C:11]1([CH2:17][C:18]([O:20][CH3:21])=[O:19])[CH2:16][CH2:15][CH2:14][CH2:13][CH2:12]1)=[O:8])[CH:3]([CH3:5])[CH3:4].[C:22]([OH:27])(=[O:26])[CH:23]([CH3:25])[CH3:24], predict the reaction product. The product is: [C:22]([O:27][CH:2]([O:6][C:7]([NH:9][CH2:10][C:11]1([CH2:17][C:18]([O:20][CH3:21])=[O:19])[CH2:16][CH2:15][CH2:14][CH2:13][CH2:12]1)=[O:8])[CH:3]([CH3:5])[CH3:4])(=[O:26])[CH:23]([CH3:25])[CH3:24]. (2) Given the reactants [BH4-].[Li+].[CH3:3][C@H:4]1[CH2:8][CH2:7][N:6]([C:9]([O:11][C:12]([CH3:15])([CH3:14])[CH3:13])=[O:10])[C@@H:5]1[C:16](OCC)=[O:17].CO, predict the reaction product. The product is: [OH:17][CH2:16][C@@H:5]1[C@@H:4]([CH3:3])[CH2:8][CH2:7][N:6]1[C:9]([O:11][C:12]([CH3:13])([CH3:15])[CH3:14])=[O:10].